Dataset: Full USPTO retrosynthesis dataset with 1.9M reactions from patents (1976-2016). Task: Predict the reactants needed to synthesize the given product. Given the product [C:18]([C:16]1[CH:17]=[C:12]([S:9]([CH2:8][C:5]2[CH:6]=[CH:7][C:2]([C:45]3[CH:46]=[CH:47][C:42]([C:33]4[CH:38]=[CH:37][CH:36]=[CH:35][CH:34]=4)=[CH:43][CH:44]=3)=[CH:3][CH:4]=2)(=[O:11])=[O:10])[CH:13]=[C:14]([C:23]([CH3:26])([CH3:25])[CH3:24])[C:15]=1[OH:22])([CH3:21])([CH3:20])[CH3:19], predict the reactants needed to synthesize it. The reactants are: Br[C:2]1[CH:7]=[CH:6][C:5]([CH2:8][S:9]([C:12]2[CH:17]=[C:16]([C:18]([CH3:21])([CH3:20])[CH3:19])[C:15]([OH:22])=[C:14]([C:23]([CH3:26])([CH3:25])[CH3:24])[CH:13]=2)(=[O:11])=[O:10])=[CH:4][CH:3]=1.C(=O)([O-])[O-].[Na+].[Na+].[C:33]1([C:42]2[CH:47]=[CH:46][CH:45]=[CH:44][CH:43]=2)[CH:38]=[CH:37][C:36](B(O)O)=[CH:35][CH:34]=1.